From a dataset of Forward reaction prediction with 1.9M reactions from USPTO patents (1976-2016). Predict the product of the given reaction. (1) Given the reactants [Cl-].[Ca+2].[Cl-].[Cl:4][C:5]1[C:6]([N+:19]([O-])=O)=[C:7]2[C:15](=[CH:16][CH:17]=1)[NH:14][C:13]1[C:12](=[O:18])[CH2:11][CH2:10][CH2:9][C:8]2=1, predict the reaction product. The product is: [NH2:19][C:6]1[C:5]([Cl:4])=[CH:17][CH:16]=[C:15]2[C:7]=1[C:8]1[CH2:9][CH2:10][CH2:11][C:12](=[O:18])[C:13]=1[NH:14]2. (2) Given the reactants [CH2:1]1[O:9][C:8]2[CH:7]=[CH:6][C:5]([CH:10]3[C:22]4[NH:21][C:20]5[C:15](=[CH:16][CH:17]=[CH:18][CH:19]=5)[C:14]=4[CH2:13][CH2:12][NH:11]3)=[CH:4][C:3]=2[O:2]1.Cl[C:24]1[N:29]=[CH:28][CH:27]=[CH:26][N:25]=1, predict the reaction product. The product is: [CH2:1]1[O:9][C:8]2[CH:7]=[CH:6][C:5]([CH:10]3[C:22]4[NH:21][C:20]5[C:15](=[CH:16][CH:17]=[CH:18][CH:19]=5)[C:14]=4[CH2:13][CH2:12][N:11]3[C:24]3[N:29]=[CH:28][CH:27]=[CH:26][N:25]=3)=[CH:4][C:3]=2[O:2]1.